Dataset: Forward reaction prediction with 1.9M reactions from USPTO patents (1976-2016). Task: Predict the product of the given reaction. (1) Given the reactants [NH2:1][C:2]1[C:11]([N+:12]([O-])=O)=[CH:10][CH:9]=[CH:8][C:3]=1[C:4]([NH:6][CH3:7])=[O:5], predict the reaction product. The product is: [NH2:1][C:2]1[C:11]([NH2:12])=[CH:10][CH:9]=[CH:8][C:3]=1[C:4]([NH:6][CH3:7])=[O:5]. (2) The product is: [CH3:20][S:21]([O:1][C:2]1[CH:10]=[CH:9][C:8]([I:11])=[C:7]2[C:3]=1[CH2:4][NH:5][C:6]2=[O:12])(=[O:23])=[O:22]. Given the reactants [OH:1][C:2]1[CH:10]=[CH:9][C:8]([I:11])=[C:7]2[C:3]=1[CH2:4][NH:5][C:6]2=[O:12].C(N(CC)CC)C.[CH3:20][S:21](Cl)(=[O:23])=[O:22].O, predict the reaction product. (3) Given the reactants [CH3:1][O:2][CH2:3][CH2:4][O:5][C:6]1[CH:11]=[CH:10][C:9]([CH2:12]O)=[CH:8][CH:7]=1.P(Br)(Br)[Br:15].C([O-])(O)=O.[Na+], predict the reaction product. The product is: [Br:15][CH2:12][C:9]1[CH:10]=[CH:11][C:6]([O:5][CH2:4][CH2:3][O:2][CH3:1])=[CH:7][CH:8]=1. (4) The product is: [NH2:18][C:16]1[S:17][C:13]([C:10]2[CH:11]=[N:12][C:7]([N:1]3[CH2:6][CH2:5][O:4][CH2:3][CH2:2]3)=[CH:8][CH:9]=2)=[CH:14][C:15]=1[C:21]([NH2:23])=[O:22]. Given the reactants [N:1]1([C:7]2[N:12]=[CH:11][C:10]([C:13]3[S:17][C:16]([N+:18]([O-])=O)=[C:15]([C:21]([NH2:23])=[O:22])[CH:14]=3)=[CH:9][CH:8]=2)[CH2:6][CH2:5][O:4][CH2:3][CH2:2]1.O.NN, predict the reaction product. (5) Given the reactants O.[F-].C([N+](C)(C)C)C1C=CC=CC=1.[CH2:14]([C:21]1([N:46]([CH3:48])[CH3:47])[CH2:26][CH2:25][CH:24]([CH2:27][O:28][CH2:29][C:30]2[C:34]3[CH:35]=[N:36][CH:37]=[CH:38][C:33]=3[NH:32][C:31]=2[Si](CC)(CC)CC)[CH2:23][CH2:22]1)[C:15]1[CH:20]=[CH:19][CH:18]=[CH:17][CH:16]=1, predict the reaction product. The product is: [NH:32]1[C:33]2[CH:38]=[CH:37][N:36]=[CH:35][C:34]=2[C:30]([CH2:29][O:28][CH2:27][CH:24]2[CH2:23][CH2:22][C:21]([CH2:14][C:15]3[CH:20]=[CH:19][CH:18]=[CH:17][CH:16]=3)([N:46]([CH3:47])[CH3:48])[CH2:26][CH2:25]2)=[CH:31]1. (6) Given the reactants [CH:1]1([C@H:6]2[C:31](=[O:32])[N:30]3[CH2:33][C@@H:27]([CH2:28][C@H:29]3[C:34]([O:36][CH3:37])=[O:35])[O:26][C:25]3[N:20]([C:21](=[O:38])[CH:22]=[CH:23][CH:24]=3)[CH2:19][CH2:18][CH2:17][CH2:16][CH2:15][C@H:14]3[C@@H:10]([CH2:11][CH2:12][CH2:13]3)[O:9][C:8](=[O:39])[NH:7]2)[CH2:5][CH2:4][CH2:3][CH2:2]1.C1C(=O)N([Br:47])C(=O)C1, predict the reaction product. The product is: [Br:47][C:22]1[C:21](=[O:38])[N:20]2[C:25]([O:26][C@H:27]3[CH2:33][N:30]([C:31](=[O:32])[C@H:6]([CH:1]4[CH2:2][CH2:3][CH2:4][CH2:5]4)[NH:7][C:8](=[O:39])[O:9][C@H:10]4[C@H:14]([CH2:15][CH2:16][CH2:17][CH2:18][CH2:19]2)[CH2:13][CH2:12][CH2:11]4)[C@H:29]([C:34]([O:36][CH3:37])=[O:35])[CH2:28]3)=[CH:24][CH:23]=1. (7) Given the reactants [Cl:1][CH2:2][CH2:3][CH2:4][CH:5]1[S:10][C:9]2[CH:11]=[CH:12][CH:13]=[CH:14][C:8]=2[N:7]([C:15]2[CH:20]=[CH:19][CH:18]=[C:17]([O:21][CH3:22])[CH:16]=2)[S:6]1(=[O:24])=[O:23].[CH3:25][NH2:26].Cl, predict the reaction product. The product is: [ClH:1].[CH3:25][NH:26][CH2:2][CH2:3][CH2:4][CH:5]1[S:10][C:9]2[CH:11]=[CH:12][CH:13]=[CH:14][C:8]=2[N:7]([C:15]2[CH:20]=[CH:19][CH:18]=[C:17]([O:21][CH3:22])[CH:16]=2)[S:6]1(=[O:24])=[O:23]. (8) Given the reactants [Cl:1][C:2]1[CH:3]=[C:4]([CH:18]=[CH:19][C:20]=1[Cl:21])[CH2:5][NH:6][C:7]1[C:8]([CH3:17])=[CH:9][C:10]2[N:11]([C:13](I)=[CH:14][N:15]=2)[N:12]=1.[C:22]1([C:28]#[CH:29])[CH:27]=[CH:26][CH:25]=[CH:24][CH:23]=1.[I-].C(N(CC)CC)C, predict the reaction product. The product is: [Cl:1][C:2]1[CH:3]=[C:4]([CH:18]=[CH:19][C:20]=1[Cl:21])[CH2:5][NH:6][C:7]1[C:8]([CH3:17])=[CH:9][C:10]2[N:11]([C:13]([C:29]#[C:28][C:22]3[CH:27]=[CH:26][CH:25]=[CH:24][CH:23]=3)=[CH:14][N:15]=2)[N:12]=1.